From a dataset of Catalyst prediction with 721,799 reactions and 888 catalyst types from USPTO. Predict which catalyst facilitates the given reaction. Product: [Br:1][C:2]1[CH:7]=[CH:6][C:5]([C:18]2[CH:24]=[CH:23][CH:22]=[CH:21][C:19]=2[NH2:20])=[CH:4][CH:3]=1. Reactant: [Br:1][C:2]1[CH:7]=[CH:6][C:5](B(O)O)=[CH:4][CH:3]=1.C([O-])([O-])=O.[Na+].[Na+].I[C:18]1[CH:24]=[CH:23][CH:22]=[CH:21][C:19]=1[NH2:20]. The catalyst class is: 109.